Dataset: Human Reference Interactome with 51,813 positive PPI pairs across 8,248 proteins, plus equal number of experimentally-validated negative pairs. Task: Binary Classification. Given two protein amino acid sequences, predict whether they physically interact or not. (1) Protein 1 (ENSG00000121644) has sequence MGANQLVVLNVYDMYWMNEYTSSIGIGVFHSGIEVYGRAVVLGSTDFLEDDIEKIVEELGKEYKGNAYHLMHKNCNHFSSALSEILCGKEIPRWINRLAYFSSCIPFLQSCLPKEWLTPAALQSSVSQELQDELEEAEDAAASASVASTAAGSRPGRHTKL*MGANQLVVLNVYDMYWMNEYTSSIGIGVFHSGIEVYGREFAYGGHPYPFSGIFEISPGNASELGETFKFKEAVVLGSTDFLEDDIEKIVEELGKEYKGNAYHLMHKNCNHFSSALSEILCGKEIPRWINRLAYFSSCI.... Protein 2 (ENSG00000267673) has sequence MHVMAASMARGGVSARVLLQAARGTWWNRPGGTSGSGEGVALGTTRKFQATGSRPAGEEDAGGPERPGDVVNVVFVDRSGQRIPVSGRVGDNVLHLAQRHGVDLEGACEASLACSTCHVYVSEDHLDLLPPPEEREDDMLDMAPLLQENSRLGCQIVLTPELEGAEFTLPKITRNFYVDGHVPKPH*MLDMAPLLQENSRLGCQIVLTPELEGAEFTLPKITRNFYVDGHVPKPH*. Result: 0 (the proteins do not interact). (2) Protein 2 (ENSG00000175573) has sequence MAAAAAAAVAGVGRGGGGAEPRQERSRARGWAGVERSEGRRMEPGEELEEEGSPGGREDGFTAEHLAAEAMAADMDPWLVFDARTTPATELDAWLAKYPPSQVTRYGDPGSPNSEPVGWIAVYGQGYSPNSGDVQGLQAAWEALQTSGRPITPGTLRQLAITHHVLSGKWLMHLAPGFKLDHAWAGIARAVVEGQLQVAKVSPRAKEGGRQVICVYTDDFTDRLGVLEADSAIRAAGIKCLLTYKPDVYTYLGIYRANRWHLCPTLYESRFQLGGSARGSRVLDRANNVELT*MAAAAAA.... Result: 0 (the proteins do not interact). Protein 1 (ENSG00000161813) has sequence MLLFVEQVASKGTGLNPNAKVWQEIAPGNTDATPVTHGTESSWHEIAATSGAHPEGNAELSEDICKEYEVMYSSSCETTRNTTGIEESTDGMILGPEDLSYQIYDVSGESNSAVSTEDLKECLKKQLEFCFSRENLSKDLYLISQMDSDQFIPIWTVANMEEIKKLTTDPDLILEVLRSSPMVQVDEKGEKVRPSHKRCIVILREIPETTPIEEVKGLFKSENCPKVISCEFAHNSNWYITFQSDTDAQQAFKYLREEVKTFQGKPIMARIKAINTFFAKNGYRLMDSSIYSHPIQTQAQ.... (3) Protein 1 (ENSG00000074219) has sequence MGEPRAGAALDDGSGWTGSEEGSEEGTGGSEGAGGDGGPDAEGVWSPDIEQSFQEALAIYPPCGRRKIILSDEGKMYGRNELIARYIKLRTGKTRTRKQVSSHIQVLARRKSREIQSKLKDQVSKDKAFQTMATMSSAQLISAPSLQAKLGPTGPQASELFQFWSGGSGPPWNVPDVKPFSQTPFTLSLTPPSTDLPGYEPPQALSPLPPPTPSPPAWQARGLGTARLQLVEFSAFVEPPDAVDSYQRHLFVHISQHCPSPGAPPLESVDVRQIYDKFPEKKGGLRELYDRGPPHAFFLV.... Protein 2 (ENSG00000179008) has sequence MNDSLFVSLDRLLLEFVFQYEQDISTKEEMIQRINKCCEDIKENKVTICRIHETINATDEEIDHYCKHSEEIKDNCRNWKPTCDVFRKHEDYMQDQFTVYQGTVEKDKEMYHDYICQYKEVLKQYQLKYSETPFSREYYEKKREHEEIQSRVLACTEQLKMNETIFMKFRVPAPFPSLTKWTLNIVNLRCETQDILKHASNLTKSSSELKKEVDEMEIEINYLNQQISRHNETKALSETLEEKNKNTENRKELKERIFGKDEHVLTLNKTQSSQLFLPYESQKLVRPIKMHSSEPRVADI.... Result: 1 (the proteins interact). (4) Protein 1 (ENSG00000080007) has sequence MSHHGGAPKASTWVVASRRSSTVSRAPERRPAEELNRTGPEGYSVGRGGRWRGTSRPPEAVAAGHEELPLCFALKSHFVGAVIGRGGSKIKNIQSTTNTTIQIIQEQPESLVKIFGSKAMQTKAKAVIDNFVKKLEENYNSECGIDTAFQPSVGKDGSTDNNVVAGDRPLIDWDQIREEGLKWQKTKWADLPPIKKNFYKESTATSAMSKVEADSWRKENFNITWDDLKDGEKRPIPNPTCTFDDAFQCYPEVMENIKKAGFQKPTPIQSQAWPIVLQGIDLIGVAQTGTGKTLCYLMPG.... Protein 2 (ENSG00000102030) has sequence MNIRNARPEDLMNMQHCNLLCLPENYQMKYYFYHGLSWPQLSYIAEDENGKIVGEEDPDDVPHGHITSLAVKRSHRRLGLAQKLMDQASRAMIENFNAKYVSLHVRKRISEVEPKYYADGEDAYAMKRDLTQMADELRRHLEMNIRNARPEDLMNMQHCNLLCLPENYQMKYYFYHGLSWPQLSYIAEDENGKIVGYVLAKMEEDPDDVPHGHITSLAVKRSHRRLGLAQKLMDQASRAMIENFNAKYVSLHVRKSNRAALHLYSNTLNFQISEVEPKYYADGEDAYAMKRDLTQMADEP.... Result: 0 (the proteins do not interact). (5) Protein 1 (ENSG00000072274) has sequence MMDQARSAFSNLFGGEPLSYTRFSLARQVDGDNSHVEMKLAVDEEENADNNTKANVTKPKRCSGSICYGTIAVIVFFLIGFMIGYLGYCKGVEPKTECERLAGTESPVREEPGEDFPAARRLYWDDLKRKLSEKLDSTDFTGTIKLLNENSYVPREAGSQKDENLALYVENQFREFKLSKVWRDQHFVKIQVKDSAQNSVIIVDKNGRLVYLVENPGGYVAYSKAATVTGKLVHANFGTKKDFEDLYTPVNGSIVIVRAGKITFAEKVANAESLNAIGVLIYMDQTKFPIVNAELSFFGH.... Result: 1 (the proteins interact). Protein 2 (ENSG00000100652) has sequence MEAHNASAPFNFTLPPNFGKRPTDLALSVILVFMLFFIMLSLGCTMEFSKIKAHLWKPKGLAIALVAQYGIMPLTAFVLGKVFRLKNIEALAILVCGCSPGGNLSNVFSLAMKGDMNLSIVMTTCSTFCALGMMPLLLYIYSRGIYDGDLKDKVPYKGIVISLVLVLIPCTIGIVLKSKRPQYMRYVIKGGMIIILLCSVAVTVLSAINVGKSIMFAMTPLLIATSSLMPFIGFLLGYVLSALFCLNGRCRRTVSMETGCQNVQLCSTILNVAFPPEVIGPLFFFPLLYMIFQLGEGLLL.... (6) Protein 1 (ENSG00000168412) has sequence MQGNGSALPNASQPVLRGDGARPSWLASALACVLIFTIVVDILGNLLVILSVYRNKKLRNAGNIFVVSLAVADLVVAIYPYPLVLMSIFNNGWNLGYLHCQVSGFLMGLSVIGSIFNITGIAINRYCYICHSLKYDKLYSSKNSLCYVLLIWLLTLAAVLPNLRAGTLQYDPRIYSCTFAQSVSSAYTIAVVVFHFLVPMIIVIFCYLRIWILVLQVRQRVKPDRKPKLKPQDFRNFVTMFVVFVLFAICWAPLNFIGLAVASDPASMVPRIPEWLFVASYYMAYFNSCLNAIIYGLLNQ.... Protein 2 (ENSG00000188372) has sequence MVMVSKDLFGTGKLIRAADLTLGPEACEPLVSMDTEDVVRFEVGLHECGNSMQVTDDALVYSTFLLHDPRPVGNLSIVRTNRAEIPIECRYPRQGNVSSQAILPTWLPFRTTVFSEEKLTFSLRLMEENWNAEKRSPTFHLGDAAHLQAEIHTGSHVPLRLFVDHCVATPTPDQNASPYHTIVDFHGCLVDGLTDASSAFKVPRPGPDTLQFTVDVFHFANDSRNMIYITCHLKVTLAEQDPDELNKACSFSKPSNSWFPVEGSADICQCCNKGDCGTPSHSRRQPHVMSQWSRSASRNR.... Result: 0 (the proteins do not interact). (7) Protein 1 (ENSG00000197771) has sequence MPCGEDWLSHPLGIVQGFFAQNGVNPDWEKKVIEYFKEKLKENNAPKWVPSLNEVPLHYLKPNSFVKFRCMIQDMFDPEFYMGVYETVNQNTKAHVLHFGKYRDVAECGPQQELDLNSPRNTTLERQTFYCVPVPGESTWVKEAYVNANQARVSPSTSYTPSRHKRSYEDDDDMDLQPNKQKDQHAGARQAGSVGGLQWCGEPKRLETEASTGQQLNSLNLSSPFDLNFPLPGEKGPACLVKVYEDWDCFKVNDILELYGILSVDPVLSILNNDERDASALLDPMECTDTAEEQRVHSPP.... Protein 2 (ENSG00000030419) has sequence METEAIDGYITCDNELSPEREHSNMAIDLTSSTPNGQHASPSHMTSRSFSKI*METEAIDGYITCDNELSPEREHSNMAIDLTSSTPNGQHASPSHMTSTNSVKLEMQSDEECDRKPLSREDEIRGHDEGSSLEEPLIESSEVADNRKVQELQGEGGIRLPNGERPFHCNQCGASFTQKGNLLRHIKLHSGEKPFKCPFCSYACRRRDALTGHLRTHSVGKPHKCNYCGRSYKQRSSLEEHKERCHNYLQNVSMEAAGQVMSHHVPPMEDCKEQEPIMDNNISLVPFERPAVIEKLTGNM.... Result: 0 (the proteins do not interact).